The task is: Predict which catalyst facilitates the given reaction.. This data is from Catalyst prediction with 721,799 reactions and 888 catalyst types from USPTO. Reactant: [Cl:1][C:2]1[CH:7]=[CH:6][C:5]([NH:8][C:9]2[NH:10][C:11]([C:14]3[CH:15]=[C:16]([OH:20])[CH:17]=[CH:18][CH:19]=3)=[N:12][N:13]=2)=[CH:4][C:3]=1[C:21]([F:24])([F:23])[F:22].C[Si]([N-][Si](C)(C)C)(C)C.[K+].Cl[C:36]1[CH:41]=[C:40]([NH2:42])[N:39]=[C:38]([NH2:43])[N:37]=1.[C:44]([O-:47])([O-])=[O:45].[K+].[K+]. Product: [F:22][C:21]([F:24])([F:23])[C:44]([OH:47])=[O:45].[Cl:1][C:2]1[CH:7]=[CH:6][C:5]([NH:8][C:9]2[NH:10][C:11]([C:14]3[CH:15]=[C:16]([CH:17]=[CH:18][CH:19]=3)[O:20][C:36]3[N:37]=[C:38]([NH2:43])[N:39]=[C:40]([NH2:42])[CH:41]=3)=[N:12][N:13]=2)=[CH:4][C:3]=1[C:21]([F:22])([F:23])[F:24]. The catalyst class is: 121.